From a dataset of Catalyst prediction with 721,799 reactions and 888 catalyst types from USPTO. Predict which catalyst facilitates the given reaction. (1) Reactant: [CH3:1][C@:2]1([C:27]([NH2:29])=O)[CH2:6][CH2:5][CH2:4][N:3]1[C:7]([CH:9]1[CH2:14][CH2:13][N:12]([C:15]2[CH:16]=[N:17][CH:18]=[CH:19][C:20]=2[N:21]2[CH:25]=[C:24]([CH3:26])[CH:23]=[N:22]2)[CH2:11][CH2:10]1)=[O:8].N1C=CC=CC=1.FC(F)(F)C(OC(=O)C(F)(F)F)=O. Product: [CH3:1][C@:2]1([C:27]#[N:29])[CH2:6][CH2:5][CH2:4][N:3]1[C:7]([CH:9]1[CH2:14][CH2:13][N:12]([C:15]2[CH:16]=[N:17][CH:18]=[CH:19][C:20]=2[N:21]2[CH:25]=[C:24]([CH3:26])[CH:23]=[N:22]2)[CH2:11][CH2:10]1)=[O:8]. The catalyst class is: 6. (2) Reactant: C([O:3][C:4]([C:6]1([S:9]([CH3:12])(=[O:11])=[O:10])[CH2:8][CH2:7]1)=O)C.[H-].[Al+3].[Li+].[H-].[H-].[H-].S([O-])([O-])(=O)=O.[Na+].[Na+]. Product: [CH3:12][S:9]([C:6]1([CH2:4][OH:3])[CH2:8][CH2:7]1)(=[O:11])=[O:10]. The catalyst class is: 7.